This data is from Catalyst prediction with 721,799 reactions and 888 catalyst types from USPTO. The task is: Predict which catalyst facilitates the given reaction. (1) Reactant: C([O:8][C:9]1[CH:10]=[C:11]([CH:23]=[CH:24][C:25]([O:27][CH2:28][CH3:29])=[O:26])[CH:12]=[CH:13][C:14]=1[O:15]CC1C=CC=CC=1)C1C=CC=CC=1. Product: [OH:8][C:9]1[CH:10]=[C:11]([CH2:23][CH2:24][C:25]([O:27][CH2:28][CH3:29])=[O:26])[CH:12]=[CH:13][C:14]=1[OH:15]. The catalyst class is: 349. (2) Reactant: [Na].[CH2:2]([O:6][C:7](=[O:20])[CH2:8][N:9]1[C:17](=[O:18])[C:16]2[C:11](=[CH:12][CH:13]=[CH:14][CH:15]=2)[C:10]1=[O:19])[CH2:3][CH2:4][CH3:5].Cl. Product: [CH2:2]([O:6][C:7]([C:8]1[N:9]=[C:10]([OH:19])[C:11]2[C:16]([C:17]=1[OH:18])=[CH:15][CH:14]=[CH:13][CH:12]=2)=[O:20])[CH2:3][CH2:4][CH3:5]. The catalyst class is: 51. (3) Reactant: [CH3:1][C:2]1([CH3:28])[C:6]([CH3:8])([CH3:7])[O:5][B:4]([C:9]2[CH:14]=[CH:13][C:12]([N:15]3[CH2:20][CH2:19][N:18](C(OC(C)(C)C)=O)[CH2:17][CH2:16]3)=[CH:11][CH:10]=2)[O:3]1.Cl. Product: [CH3:7][C:6]1([CH3:8])[C:2]([CH3:1])([CH3:28])[O:3][B:4]([C:9]2[CH:10]=[CH:11][C:12]([N:15]3[CH2:16][CH2:17][NH:18][CH2:19][CH2:20]3)=[CH:13][CH:14]=2)[O:5]1. The catalyst class is: 12. (4) Reactant: [CH3:1][C:2]([O:4][C@H:5]1[C:14]2[C@@:15]3([CH3:30])[C@@H:26]([CH2:27][O:28][CH3:29])[O:25][C:23](=[O:24])[C:17]4=[CH:18][O:19][C:20]([C:21](=[O:22])[C:13]=2[C@@H:8]2[CH2:9][CH2:10][C:11](=[O:12])[C@@:7]2([CH3:31])[CH2:6]1)=[C:16]34)=[O:3].[NH:32]1[CH2:36][CH2:35][CH2:34][CH2:33]1. Product: [CH3:1][C:2]([O:4][C@H:5]1[C:14]2[C@:15]3([CH3:30])[C:16](=[C:20]([OH:19])[C:21](=[O:22])[C:13]=2[C@@H:8]2[CH2:9][CH2:10][C:11](=[O:12])[C@@:7]2([CH3:31])[CH2:6]1)/[C:17](=[CH:18]/[N:32]1[CH2:36][CH2:35][CH2:34][CH2:33]1)/[C:23](=[O:24])[O:25][C@@H:26]3[CH2:27][O:28][CH3:29])=[O:3]. The catalyst class is: 2.